From a dataset of Forward reaction prediction with 1.9M reactions from USPTO patents (1976-2016). Predict the product of the given reaction. (1) Given the reactants [CH3:1][O:2][C:3]1[CH:4]=[C:5]2[C:10](=[CH:11][C:12]=1[O:13][CH3:14])[N:9]=[CH:8][CH:7]=[C:6]2[O:15][C:16]1[CH:22]=[CH:21][C:19]([NH2:20])=[CH:18][CH:17]=1.C1(C)C=CC=CC=1.C(N(CC)CC)C.Cl[C:38](Cl)([O:40][C:41](=[O:47])OC(Cl)(Cl)Cl)Cl.[F:49][C:50]1[CH:57]=[CH:56][C:53](CO)=[CH:52][CH:51]=1, predict the reaction product. The product is: [CH3:1][O:2][C:3]1[CH:4]=[C:5]2[C:10](=[CH:11][C:12]=1[O:13][CH3:14])[N:9]=[CH:8][CH:7]=[C:6]2[O:15][C:16]1[CH:22]=[CH:21][C:19]([NH:20][C:41](=[O:47])[O:40][CH2:38][C:53]2[CH:56]=[CH:57][C:50]([F:49])=[CH:51][CH:52]=2)=[CH:18][CH:17]=1. (2) The product is: [Br-:9].[CH2:2]([PH3+:1])[C:3]1[CH:8]=[CH:7][CH:6]=[CH:5][CH:4]=1. Given the reactants [PH3:1].[CH2:2]([Br:9])[C:3]1[CH:8]=[CH:7][CH:6]=[CH:5][CH:4]=1, predict the reaction product. (3) The product is: [Br:1][C:2]1[CH:3]=[C:4]([F:9])[C:5]([O:8][CH2:11][CH2:12][N:13]2[CH:17]=[CH:16][CH:15]=[N:14]2)=[N:6][CH:7]=1. Given the reactants [Br:1][C:2]1[CH:3]=[C:4]([F:9])[C:5]([OH:8])=[N:6][CH:7]=1.Cl[CH2:11][CH2:12][N:13]1[CH:17]=[CH:16][CH:15]=[N:14]1.C([O-])([O-])=O.[K+].[K+], predict the reaction product.